This data is from Catalyst prediction with 721,799 reactions and 888 catalyst types from USPTO. The task is: Predict which catalyst facilitates the given reaction. Reactant: [F:1][C:2]1[CH:3]=[C:4]([C:8]2[S:12][C:11]([N:13]([CH3:21])[C:14]([NH:16][CH2:17][CH2:18][S:19][CH3:20])=[O:15])=[N:10][N:9]=2)[CH:5]=[N:6][CH:7]=1.[H-].[Na+].I[CH3:25]. Product: [F:1][C:2]1[CH:3]=[C:4]([C:8]2[S:12][C:11]([N:13]([CH3:21])[C:14]([N:16]([CH3:25])[CH2:17][CH2:18][S:19][CH3:20])=[O:15])=[N:10][N:9]=2)[CH:5]=[N:6][CH:7]=1. The catalyst class is: 9.